From a dataset of Forward reaction prediction with 1.9M reactions from USPTO patents (1976-2016). Predict the product of the given reaction. (1) Given the reactants [CH:1]1([C:6]2[CH:11]=[C:10]([C:12]3[O:16][N:15]=[C:14]([C:17]4[CH:22]=[C:21]([CH3:23])[C:20]([OH:24])=[C:19]([CH2:25][CH3:26])[CH:18]=4)[N:13]=3)[CH:9]=[C:8]([O:27][CH3:28])[N:7]=2)[CH2:5][CH2:4][CH2:3][CH2:2]1.[CH2:29]([C@@H:31]1[O:33][CH2:32]1)Cl, predict the reaction product. The product is: [CH:1]1([C:6]2[CH:11]=[C:10]([C:12]3[O:16][N:15]=[C:14]([C:17]4[CH:22]=[C:21]([CH3:23])[C:20]([O:24][CH2:29][C@@H:31]5[CH2:32][O:33]5)=[C:19]([CH2:25][CH3:26])[CH:18]=4)[N:13]=3)[CH:9]=[C:8]([O:27][CH3:28])[N:7]=2)[CH2:2][CH2:3][CH2:4][CH2:5]1. (2) Given the reactants [NH:1]1[C:10]2[C:9]3[CH:11]=[CH:12][C:13]([N:15]4[CH2:19][CH:18]([CH2:20][NH:21][C:22](=[O:24])[CH3:23])[O:17][C:16]4=[O:25])=[CH:14][C:8]=3[O:7][CH2:6][CH2:5][C:4]=2[CH:3]=[N:2]1.[H-].[Na+].Br[CH2:29][C:30]#[N:31].O, predict the reaction product. The product is: [C:30]([CH2:29][N:2]1[N:1]=[C:10]2[C:4]([CH2:5][CH2:6][O:7][C:8]3[CH:14]=[C:13]([N:15]4[CH2:19][CH:18]([CH2:20][NH:21][C:22](=[O:24])[CH3:23])[O:17][C:16]4=[O:25])[CH:12]=[CH:11][C:9]=32)=[CH:3]1)#[N:31]. (3) Given the reactants [C:1]([NH:4][CH2:5][CH2:6][NH:7][C:8]([C:10]1[S:11][C:12]([C:15]2[N:20]=[C:19]([NH:21][C:22]3[CH:26]=[C:25]([CH:27]4[CH2:29][CH2:28]4)[NH:24][N:23]=3)[C:18]([Br:30])=[CH:17][N:16]=2)=[CH:13][CH:14]=1)=[O:9])(=[O:3])[CH3:2].[C:31](OC(=O)C)(=[O:33])[CH3:32], predict the reaction product. The product is: [C:1]([NH:4][CH2:5][CH2:6][NH:7][C:8]([C:10]1[S:11][C:12]([C:15]2[N:20]=[C:19]([NH:21][C:22]3[CH:26]=[C:25]([CH:27]4[CH2:29][CH2:28]4)[N:24]([C:31](=[O:33])[CH3:32])[N:23]=3)[C:18]([Br:30])=[CH:17][N:16]=2)=[CH:13][CH:14]=1)=[O:9])(=[O:3])[CH3:2]. (4) Given the reactants Cl.[NH2:2][CH2:3][C:4]1[CH:25]=[CH:24][C:7]([C:8]([NH:10][C:11]2[CH:16]=[CH:15][C:14]([Cl:17])=[C:13]([C:18]3[CH:23]=[CH:22][CH:21]=[CH:20][N:19]=3)[CH:12]=2)=[O:9])=[CH:6][CH:5]=1.[NH:26]1[CH2:30][CH2:29][N:28]=[C:27]1N1C(C)=CC(C)=N1.CCN(C(C)C)C(C)C, predict the reaction product. The product is: [Cl:17][C:14]1[CH:15]=[CH:16][C:11]([NH:10][C:8](=[O:9])[C:7]2[CH:6]=[CH:5][C:4]([CH2:3][NH:2][C:27]3[NH:28][CH2:29][CH2:30][N:26]=3)=[CH:25][CH:24]=2)=[CH:12][C:13]=1[C:18]1[CH:23]=[CH:22][CH:21]=[CH:20][N:19]=1. (5) Given the reactants CC(OC(/N=N/C(OC(C)C)=O)=O)C.C1(P(C2C=CC=CC=2)C2C=CC=CC=2)C=CC=CC=1.[C:34]1([C:40]2[C:41]3[CH:51]=[CH:50][CH:49]=[CH:48][C:42]=3[S:43][C:44]=2[CH:45](O)[CH3:46])[CH:39]=[CH:38][CH:37]=[CH:36][CH:35]=1.C1(P([N:66]=[N+:67]=[N-:68])(C2C=CC=CC=2)=O)C=CC=CC=1, predict the reaction product. The product is: [N:66]([CH:45]([C:44]1[S:43][C:42]2[CH:48]=[CH:49][CH:50]=[CH:51][C:41]=2[C:40]=1[C:34]1[CH:39]=[CH:38][CH:37]=[CH:36][CH:35]=1)[CH3:46])=[N+:67]=[N-:68]. (6) Given the reactants Cl[C:2]1[C:7]([C:8]#[N:9])=[CH:6][N:5]=[C:4]([C:10]2[CH:15]=[CH:14][C:13]([N+:16]([O-:18])=[O:17])=[CH:12][CH:11]=2)[N:3]=1.[NH2:19][NH2:20], predict the reaction product. The product is: [N+:16]([C:13]1[CH:12]=[CH:11][C:10]([C:4]2[N:3]=[C:2]3[NH:19][N:20]=[C:8]([NH2:9])[C:7]3=[CH:6][N:5]=2)=[CH:15][CH:14]=1)([O-:18])=[O:17]. (7) Given the reactants [F:1][C:2]1[CH:3]=[C:4]([O:9][CH:10]2[CH2:12][CH2:11]2)[CH:5]=[C:6]([F:8])[CH:7]=1.O1CCCC1.C([Li])CCC.[CH2:23]([O:25][C:26](Cl)=[O:27])[CH3:24], predict the reaction product. The product is: [CH:10]1([O:9][C:4]2[CH:3]=[C:2]([F:1])[C:7]([C:26]([O:25][CH2:23][CH3:24])=[O:27])=[C:6]([F:8])[CH:5]=2)[CH2:12][CH2:11]1. (8) Given the reactants C(OC([N:8]1[CH2:13][CH2:12][CH:11]([C:14]2[N:19]=[CH:18][C:17]([NH:20][C:21]([C:23]3[CH:24]=[N:25][N:26]([C:29]4[CH:34]=[CH:33][C:32]([C:35]([F:38])([F:37])[F:36])=[CH:31][N:30]=4)[C:27]=3[CH3:28])=[O:22])=[CH:16][C:15]=2[CH3:39])[CH2:10][CH2:9]1)=O)(C)(C)C.FC(F)(F)C(O)=O.[OH-].[Na+], predict the reaction product. The product is: [CH3:28][C:27]1[N:26]([C:29]2[CH:34]=[CH:33][C:32]([C:35]([F:37])([F:38])[F:36])=[CH:31][N:30]=2)[N:25]=[CH:24][C:23]=1[C:21]([NH:20][C:17]1[CH:18]=[N:19][C:14]([CH:11]2[CH2:10][CH2:9][NH:8][CH2:13][CH2:12]2)=[C:15]([CH3:39])[CH:16]=1)=[O:22].